The task is: Predict the reaction yield, written as a fraction of the theoretical maximum amount of product (1.0 means a 100% yield; for example, 0.34 means a 34% yield).. This data is from Reaction yield outcomes from USPTO patents with 853,638 reactions. (1) The reactants are S(Cl)([Cl:3])=O.CN(C)C=O.[Cl:10][C:11]1[CH:36]=[C:35]([Cl:37])[CH:34]=[CH:33][C:12]=1[C:13]1[CH:14]=[CH:15][C:16]([CH2:31][CH3:32])=[C:17]([CH:19]2[C:24](=[O:25])[C:23]([CH3:27])([CH3:26])[O:22][C:21]([CH3:29])([CH3:28])[C:20]2=O)[CH:18]=1. The catalyst is C(OCC)C. The product is [Cl:3][C:20]1[C:21]([CH3:29])([CH3:28])[O:22][C:23]([CH3:26])([CH3:27])[C:24](=[O:25])[C:19]=1[C:17]1[CH:18]=[C:13]([C:12]2[CH:33]=[CH:34][C:35]([Cl:37])=[CH:36][C:11]=2[Cl:10])[CH:14]=[CH:15][C:16]=1[CH2:31][CH3:32]. The yield is 1.00. (2) The reactants are [CH3:1][O:2][C:3](=[O:24])[C:4]1[CH:9]=[C:8]([F:10])[C:7]([CH2:11][NH:12][CH:13]=O)=[N:6][C:5]=1[NH:15][C:16]1[CH:21]=[CH:20][C:19]([Br:22])=[CH:18][C:17]=1[F:23].P(Cl)(Cl)(Cl)=O. The catalyst is C1(C)C=CC=CC=1. The product is [CH3:1][O:2][C:3]([C:4]1[CH:9]=[C:8]([F:10])[C:7]2[N:6]([CH:13]=[N:12][CH:11]=2)[C:5]=1[NH:15][C:16]1[CH:21]=[CH:20][C:19]([Br:22])=[CH:18][C:17]=1[F:23])=[O:24]. The yield is 0.290. (3) The reactants are [N:1]([CH2:4][C:5]1[CH:10]=[CH:9][C:8]([O:11][C:12]([F:15])([F:14])[F:13])=[CH:7][CH:6]=1)=[N+:2]=[N-:3].[CH2:16]([OH:19])[C:17]#[CH:18].O=C1O[C@H]([C@H](CO)O)C([O-])=C1O.[Na+]. The catalyst is O.CN(C)C=O.O.S([O-])([O-])(=O)=O.[Cu+2]. The product is [F:15][C:12]([F:14])([F:13])[O:11][C:8]1[CH:9]=[CH:10][C:5]([CH2:4][N:1]2[CH:18]=[C:17]([CH2:16][OH:19])[N:3]=[N:2]2)=[CH:6][CH:7]=1. The yield is 0.800. (4) The yield is 0.400. The catalyst is COC(C)(C)C.CO. The product is [CH2:3]([N:10]1[CH2:14][CH:13]([C:15]2[CH:16]=[CH:17][CH:18]=[CH:19][CH:20]=2)[CH:12]([C:21]([OH:23])=[O:22])[CH2:11]1)[C:4]1[CH:5]=[CH:6][CH:7]=[CH:8][CH:9]=1. The reactants are O=O.[CH2:3]([N:10]1[CH2:14][C:13]([C:15]2[CH:20]=[CH:19][CH:18]=[CH:17][CH:16]=2)=[C:12]([C:21]([OH:23])=[O:22])[CH2:11]1)[C:4]1[CH:9]=[CH:8][CH:7]=[CH:6][CH:5]=1.C(N(CC)CC)C.[H][H]. (5) The reactants are [Cl:1][C:2]1[C:11]2[C:6](=[CH:7][C:8]([O:13][CH3:14])=[C:9]([F:12])[CH:10]=2)[CH:5]=[C:4]([OH:15])[N:3]=1.[C:16]([O-])([O-])=O.[K+].[K+].IC. The catalyst is CN(C=O)C.O. The product is [Cl:1][C:2]1[C:11]2[C:6](=[CH:7][C:8]([O:13][CH3:14])=[C:9]([F:12])[CH:10]=2)[CH:5]=[C:4]([O:15][CH3:16])[N:3]=1. The yield is 0.680. (6) The reactants are C([O:4][C:5]1[C:13]2[S:12][C:11]([CH3:14])=[CH:10][C:9]=2[CH:8]=[C:7]([C:15]([O:17][CH2:18][CH3:19])=[O:16])[CH:6]=1)(=O)C.C(=O)([O-])[O-].[K+].[K+]. The catalyst is C(O)C.ClCCl. The product is [OH:4][C:5]1[C:13]2[S:12][C:11]([CH3:14])=[CH:10][C:9]=2[CH:8]=[C:7]([C:15]([O:17][CH2:18][CH3:19])=[O:16])[CH:6]=1. The yield is 0.840.